This data is from Catalyst prediction with 721,799 reactions and 888 catalyst types from USPTO. The task is: Predict which catalyst facilitates the given reaction. (1) The catalyst class is: 9. Product: [CH:28]([C:18]1[C:19]([NH:21][C:22](=[O:27])[C:23]([CH3:25])([CH3:24])[CH3:26])=[N:20][C:15]([N:4]2[C@H:5]([C:8]3[CH:9]=[CH:10][CH:11]=[CH:12][CH:13]=3)[CH2:6][O:7][C@H:2]([CH3:1])[CH2:3]2)=[CH:16][CH:17]=1)=[O:29]. Reactant: [CH3:1][C@H:2]1[O:7][CH2:6][C@@H:5]([C:8]2[CH:13]=[CH:12][CH:11]=[CH:10][CH:9]=2)[NH:4][CH2:3]1.Cl[C:15]1[N:20]=[C:19]([NH:21][C:22](=[O:27])[C:23]([CH3:26])([CH3:25])[CH3:24])[C:18]([CH:28]=[O:29])=[CH:17][CH:16]=1.C(N(C(C)C)CC)(C)C. (2) Reactant: Br[C:2]1[CH:7]=[CH:6][N:5]=[C:4]([N:8]2[CH2:13][CH2:12][O:11][CH2:10][CH2:9]2)[N:3]=1.[CH3:14][N:15](C=O)C. Product: [N:8]1([C:4]2[N:3]=[C:2]([C:14]#[N:15])[CH:7]=[CH:6][N:5]=2)[CH2:13][CH2:12][O:11][CH2:10][CH2:9]1. The catalyst class is: 380.